Dataset: Catalyst prediction with 721,799 reactions and 888 catalyst types from USPTO. Task: Predict which catalyst facilitates the given reaction. (1) Product: [Br:1][C:2]1[CH:10]=[CH:9][C:5]([C:6]([OH:8])=[O:7])=[C:4]([N:11]([C:25](=[O:26])[CH2:24][C:23]([O:29][CH2:30][CH3:31])=[O:28])[CH:12]([CH3:14])[CH3:13])[CH:3]=1. Reactant: [Br:1][C:2]1[CH:10]=[CH:9][C:5]([C:6]([OH:8])=[O:7])=[C:4]([NH:11][CH:12]([CH3:14])[CH3:13])[CH:3]=1.C(N(CC)CC)C.[Cl-].[C:23]([O:29][CH2:30][CH3:31])(=[O:28])[CH2:24][C:25]([O-])=[O:26].Cl. The catalyst class is: 2. (2) Reactant: [Cl:1][C:2]1[CH:7]=[CH:6][C:5]([CH:8]([OH:12])[CH2:9][O:10][CH3:11])=[CH:4][CH:3]=1.[H-].[Na+].[F:15][C:16]1[CH:23]=[CH:22][CH:21]=[C:20](F)[C:17]=1[C:18]#[N:19]. Product: [Cl:1][C:2]1[CH:3]=[CH:4][C:5]([CH:8]([O:12][C:20]2[CH:21]=[CH:22][CH:23]=[C:16]([F:15])[C:17]=2[C:18]#[N:19])[CH2:9][O:10][CH3:11])=[CH:6][CH:7]=1. The catalyst class is: 9. (3) Reactant: Cl.[C:2]1([C:8]2[CH:9]=[N:10][NH:11][CH:12]=2)[CH:7]=[CH:6][CH:5]=[CH:4][CH:3]=1.CCN(C(C)C)C(C)C.Cl[C:23](Cl)([O:25]C(=O)OC(Cl)(Cl)Cl)Cl.Cl.[NH2:35][CH2:36][C:37]([N:39]1[CH2:44][CH2:43][N:42]([C:45](=[O:56])[C:46]2[CH:51]=[CH:50][CH:49]=[CH:48][C:47]=2[C:52]([F:55])([F:54])[F:53])[CH2:41][CH2:40]1)=[O:38]. Product: [O:38]=[C:37]([N:39]1[CH2:40][CH2:41][N:42]([C:45](=[O:56])[C:46]2[CH:51]=[CH:50][CH:49]=[CH:48][C:47]=2[C:52]([F:55])([F:53])[F:54])[CH2:43][CH2:44]1)[CH2:36][NH:35][C:23]([N:10]1[CH:9]=[C:8]([C:2]2[CH:3]=[CH:4][CH:5]=[CH:6][CH:7]=2)[CH:12]=[N:11]1)=[O:25]. The catalyst class is: 34. (4) Reactant: [CH3:1][N:2]1[CH:6]=[C:5]([C:7]2[C:15]3[C:10](=[CH:11][C:12]([C:16]4[CH:21]=[CH:20][C:19]([CH2:22][NH2:23])=[CH:18][CH:17]=4)=[CH:13][CH:14]=3)[NH:9][N:8]=2)[CH:4]=[N:3]1.C(N(CC)CC)C.[F:31][C:32]1[CH:33]=[C:34]([CH:38]=[CH:39][CH:40]=1)[C:35](Cl)=[O:36]. Product: [F:31][C:32]1[CH:33]=[C:34]([CH:38]=[CH:39][CH:40]=1)[C:35]([NH:23][CH2:22][C:19]1[CH:20]=[CH:21][C:16]([C:12]2[CH:11]=[C:10]3[C:15]([C:7]([C:5]4[CH:4]=[N:3][N:2]([CH3:1])[CH:6]=4)=[N:8][NH:9]3)=[CH:14][CH:13]=2)=[CH:17][CH:18]=1)=[O:36]. The catalyst class is: 7. (5) Reactant: [CH2:1]([N:8]1[C:16]2[CH:15]=[C:14]([CH3:17])[N:13]=[C:12]([N:18](CC3C=CC=CC=3)CC3C=CC=CC=3)[C:11]=2[NH:10][C:9]1=[O:33])[C:2]1[CH:7]=[CH:6][CH:5]=[CH:4][CH:3]=1. Product: [NH2:18][C:12]1[C:11]2[NH:10][C:9](=[O:33])[N:8]([CH2:1][C:2]3[CH:7]=[CH:6][CH:5]=[CH:4][CH:3]=3)[C:16]=2[CH:15]=[C:14]([CH3:17])[N:13]=1. The catalyst class is: 261. (6) Reactant: Cl.[CH2:2]1[C:10]2[C:5](=[CH:6][CH:7]=[CH:8][CH:9]=2)[CH2:4][N:3]1[C:11]([C:13]1[CH:14]=[C:15]([CH:18]=[CH:19][C:20]=1[O:21]COC)[C:16]#[N:17])=[O:12]. Product: [CH2:2]1[C:10]2[C:5](=[CH:6][CH:7]=[CH:8][CH:9]=2)[CH2:4][N:3]1[C:11]([C:13]1[CH:14]=[C:15]([CH:18]=[CH:19][C:20]=1[OH:21])[C:16]#[N:17])=[O:12]. The catalyst class is: 2. (7) Reactant: [S:1]1[CH:5]=[CH:4][C:3]([C:6]2[S:14][C:13]3[C:12]([Cl:15])=[N:11][CH:10]=[N:9][C:8]=3[CH:7]=2)=[CH:2]1.O.[NH2:17][NH2:18]. Product: [ClH:15].[S:1]1[CH:5]=[CH:4][C:3]([C:6]2[S:14][C:13]3[C:12]([NH:17][NH2:18])=[N:11][CH:10]=[N:9][C:8]=3[CH:7]=2)=[CH:2]1. The catalyst class is: 8. (8) Reactant: [OH:1][C:2]1[CH:7]=[C:6]([N:8]2[CH2:13][CH2:12][O:11][CH2:10][CH2:9]2)[CH:5]=[C:4]([OH:14])[C:3]=1[C:15](=[O:17])[CH3:16].C([O-])([O-])=O.[K+].[K+].Cl.[C:25](Cl)(=O)[C:26]1[CH:31]=[CH:30][CH:29]=[N:28][CH:27]=1.O. Product: [OH:1][C:2]1[CH:7]=[C:6]([N:8]2[CH2:13][CH2:12][O:11][CH2:10][CH2:9]2)[CH:5]=[C:4]2[C:3]=1[C:15](=[O:17])[CH:16]=[C:25]([C:26]1[CH:27]=[N:28][CH:29]=[CH:30][CH:31]=1)[O:14]2. The catalyst class is: 21.